This data is from hERG Central: cardiac toxicity at 1µM, 10µM, and general inhibition. The task is: Predict hERG channel inhibition at various concentrations. (1) The drug is CCCCCC(=O)N1CCN(S(=O)(=O)c2ccc3c(c2)OCCO3)CC1. Results: hERG_inhib (hERG inhibition (general)): blocker. (2) The drug is c1ccc(C2c3[nH]c4ccccc4c3CCN2Cc2cccn2-c2ccccn2)nc1. Results: hERG_inhib (hERG inhibition (general)): blocker.